This data is from Forward reaction prediction with 1.9M reactions from USPTO patents (1976-2016). The task is: Predict the product of the given reaction. (1) Given the reactants [CH3:1][C:2]([N:9]1[CH:13]=[CH:12][CH:11]=[N:10]1)([CH3:8])[C:3]([O:5][CH2:6][CH3:7])=[O:4].[Br:14]N1C(=O)CCC1=O, predict the reaction product. The product is: [Br:14][C:12]1[CH:11]=[N:10][N:9]([C:2]([CH3:1])([CH3:8])[C:3]([O:5][CH2:6][CH3:7])=[O:4])[CH:13]=1. (2) Given the reactants CC(C1C=C2CC[C@@H]3[C@](C(O)=O)(CCCC3(C)C)C2=C(O)C=1[OH:10])C.C1(N=C=NC2CCCCC2)CCCCC1.[C:40](NCCCCCN)(=[O:54])[CH2:41][CH2:42][CH2:43][CH2:44][C@H:45]1[C@@H:53]2[C@@H:48]([NH:49][C:50]([NH:52]2)=[O:51])[CH2:47][S:46]1.Cl, predict the reaction product. The product is: [OH:10][C:40]([CH2:41][CH2:42][CH2:43][CH2:44][C@H:45]1[C@@H:53]2[C@@H:48]([NH:49][C:50]([NH:52]2)=[O:51])[CH2:47][S:46]1)=[O:54]. (3) Given the reactants [CH2:1]([O:3][C:4]([CH:6]1[CH2:11][CH2:10][N:9]([C:12]2[CH:17]=[CH:16][C:15]([C:18](=[O:28])[NH:19][C:20]3[CH:25]=[CH:24][C:23]([CH3:26])=[C:22](I)[CH:21]=3)=[CH:14][N:13]=2)[CH2:8][CH2:7]1)=[O:5])[CH3:2].[O:29]([C:31]1[CH:32]=[C:33](B(O)O)[CH:34]=[CH:35][CH:36]=1)[CH3:30].C(OC(C1CCN(C2C=CC(C(=O)NC3C=CC(C4C=CC=CC=4)=C(C)C=3)=CN=2)CC1)=O)C, predict the reaction product. The product is: [CH2:1]([O:3][C:4]([CH:6]1[CH2:11][CH2:10][N:9]([C:12]2[CH:17]=[CH:16][C:15]([C:18](=[O:28])[NH:19][C:20]3[CH:21]=[C:22]([C:35]4[CH:34]=[CH:33][CH:32]=[C:31]([O:29][CH3:30])[CH:36]=4)[C:23]([CH3:26])=[CH:24][CH:25]=3)=[CH:14][N:13]=2)[CH2:8][CH2:7]1)=[O:5])[CH3:2]. (4) Given the reactants [Cl:1][C:2]1[N:3]=[N:4][C:5]([Cl:9])=[CH:6][C:7]=1Cl.C(=O)([O-])[O-].[Na+].[Na+].[N:16]1([CH2:22][CH2:23][OH:24])[CH2:21][CH2:20][NH:19][CH2:18][CH2:17]1, predict the reaction product. The product is: [Cl:1][C:2]1[N:3]=[N:4][C:5]([Cl:9])=[CH:6][C:7]=1[N:19]1[CH2:20][CH2:21][N:16]([CH2:22][CH2:23][OH:24])[CH2:17][CH2:18]1. (5) Given the reactants [C:1]([C:5]1[CH:6]=[C:7]([NH:11][C:12](=[O:25])[C:13]2[CH:18]=[CH:17][C:16]([N:19]3[CH2:24][CH2:23][NH:22][CH2:21][CH2:20]3)=[N:15][CH:14]=2)[CH:8]=[CH:9][CH:10]=1)([CH3:4])([CH3:3])[CH3:2].C([O:33][C:34]([C@H:36]1[CH2:41][CH2:40][C@H:39]([C:42](O)=[O:43])[CH2:38][CH2:37]1)=[O:35])C1C=CC=CC=1.C(C1C=C(NC(C2C=CC(N3CCN(C([C@H]4CCC[C@@H]4C(O)=O)=O)CC3)=NC=2)=O)C=CC=1)(C)(C)C, predict the reaction product. The product is: [C:1]([C:5]1[CH:6]=[C:7]([NH:11][C:12]([C:13]2[CH:18]=[CH:17][C:16]([N:19]3[CH2:24][CH2:23][N:22]([C:42]([CH:39]4[CH2:38][CH2:37][CH:36]([C:34]([OH:35])=[O:33])[CH2:41][CH2:40]4)=[O:43])[CH2:21][CH2:20]3)=[N:15][CH:14]=2)=[O:25])[CH:8]=[CH:9][CH:10]=1)([CH3:4])([CH3:2])[CH3:3]. (6) Given the reactants [Cl:1][C:2]1[CH:7]=[C:6]([C:8]2[N:9]=[C:10](O)[C:11]3[C:17]([O:18][CH3:19])=[CH:16][N:15]=[CH:14][C:12]=3[N:13]=2)[CH:5]=[CH:4][N:3]=1.[N:21]1([CH2:27][CH2:28][OH:29])[CH2:26][CH2:25][NH:24][CH2:23][CH2:22]1, predict the reaction product. The product is: [Cl:1][C:2]1[CH:7]=[C:6]([C:8]2[N:9]=[C:10]([N:24]3[CH2:25][CH2:26][N:21]([CH2:27][CH2:28][OH:29])[CH2:22][CH2:23]3)[C:11]3[C:17]([O:18][CH3:19])=[CH:16][N:15]=[CH:14][C:12]=3[N:13]=2)[CH:5]=[CH:4][N:3]=1. (7) Given the reactants [OH:1][C:2]([CH3:21])([CH3:20])[CH2:3][NH:4][C:5]([C:7]1[S:8][CH:9]=[C:10]([C:12]([N:14]2[CH2:18][CH2:17][CH2:16][C@@H:15]2[CH3:19])=[O:13])[N:11]=1)=[O:6].Br[C:23]1[CH:28]=[CH:27][C:26]([C:29]([OH:38])([C:34]([F:37])([F:36])[F:35])[C:30]([F:33])([F:32])[F:31])=[CH:25][C:24]=1[O:39][CH:40]([F:42])[F:41], predict the reaction product. The product is: [F:42][CH:40]([F:41])[O:39][C:24]1[CH:25]=[C:26]([C:29]([OH:38])([C:30]([F:31])([F:32])[F:33])[C:34]([F:35])([F:36])[F:37])[CH:27]=[CH:28][C:23]=1[C:9]1[S:8][C:7]([C:5]([NH:4][CH2:3][C:2]([OH:1])([CH3:20])[CH3:21])=[O:6])=[N:11][C:10]=1[C:12]([N:14]1[CH2:18][CH2:17][CH2:16][C@@H:15]1[CH3:19])=[O:13].